Dataset: Experimentally validated miRNA-target interactions with 360,000+ pairs, plus equal number of negative samples. Task: Binary Classification. Given a miRNA mature sequence and a target amino acid sequence, predict their likelihood of interaction. (1) The miRNA is rno-miR-485-5p with sequence AGAGGCUGGCCGUGAUGAAUUC. The protein sequence of the target gene is MSAFDTNPFADPVDVNPFQDPSVTQLTNAPQGGLAEFNPFSETNAATTVPVTQLPGSSQPAVLQPSVEPTQPTPQAVVSAAQAGLLRQQEELDRKAAELERKERELQNTVANLHVRQNNWPPLPSWCPVKPCFYQDFSTEIPADYQRICKMLYYLWMLHSVTLFLNLLACLAWFSGNSSKGVDFGLSILWFLIFTPCAFLCWYRPIYKAFRSDNSFSFFVFFFVFFCQIGIYIIQLVGIPGLGDSGWIAALSTLDNHSLAISVIMMVVAGFFTLCAVLSVFLLQRVHSLYRRTGASFQQA.... Result: 0 (no interaction). (2) The protein sequence of the target gene is MTILPKKKPPPPDADPANEPPPPGPMPPAPRRGGGVGVGGGGTGVGGGDRDRDSGVVGARPRASPPPQGPLPGPPGALHRWALAVPPGAVAGPRPQQASPPPCGGPGGPGGGPGDALGAAAAGVGAAGVVVGVGGAVGVGGCCSGPGHSKRRRQAPGVGAVGGGSPEREEVGAGYNSEDEYEAAAARIEAMDPATVEQQEHWFEKALRDKKGFIIKQMKEDGACLFRAVADQVYGDQDMHEVVRKHCMDYLMKNADYFSNYVTEDFTTYINRKRKNNCHGNHIEMQAMAEMYNRPVEVYQ.... Result: 1 (interaction). The miRNA is hsa-miR-6756-5p with sequence AGGGUGGGGCUGGAGGUGGGGCU. (3) The miRNA is hsa-miR-6722-5p with sequence AGGCGCACCCGACCACAUGC. The protein sequence of the target gene is MARIPTAALGCISLLCLQLPGSLSRSLGGDPRPVKPREPPARSPSSSLQPRHPAPRPVVWKLHRALQAQRGAGLAPVMGQPLRDGGRQHSGPRRHSGPRRTQAQLLRVGCVLGTCQVQNLSHRLWQLMGPAGRQDSAPVDPSSPHSYG. Result: 1 (interaction).